From a dataset of NCI-60 drug combinations with 297,098 pairs across 59 cell lines. Regression. Given two drug SMILES strings and cell line genomic features, predict the synergy score measuring deviation from expected non-interaction effect. (1) Drug 1: CN1C(=O)N2C=NC(=C2N=N1)C(=O)N. Drug 2: CC=C1C(=O)NC(C(=O)OC2CC(=O)NC(C(=O)NC(CSSCCC=C2)C(=O)N1)C(C)C)C(C)C. Cell line: NCI-H226. Synergy scores: CSS=17.4, Synergy_ZIP=2.79, Synergy_Bliss=0.279, Synergy_Loewe=-43.9, Synergy_HSA=-3.68. (2) Drug 1: C1CCN(CC1)CCOC2=CC=C(C=C2)C(=O)C3=C(SC4=C3C=CC(=C4)O)C5=CC=C(C=C5)O. Drug 2: CC1C(C(CC(O1)OC2CC(CC3=C2C(=C4C(=C3O)C(=O)C5=CC=CC=C5C4=O)O)(C(=O)C)O)N)O. Cell line: SK-MEL-5. Synergy scores: CSS=48.6, Synergy_ZIP=-4.00, Synergy_Bliss=-3.54, Synergy_Loewe=-6.62, Synergy_HSA=-4.05. (3) Cell line: U251. Drug 1: CN(C(=O)NC(C=O)C(C(C(CO)O)O)O)N=O. Synergy scores: CSS=-25.7, Synergy_ZIP=14.1, Synergy_Bliss=-2.49, Synergy_Loewe=-29.1, Synergy_HSA=-28.5. Drug 2: C1CN(P(=O)(OC1)NCCCl)CCCl. (4) Drug 1: C1=NC2=C(N1)C(=S)N=C(N2)N. Drug 2: CC1=C(C=C(C=C1)C(=O)NC2=CC(=CC(=C2)C(F)(F)F)N3C=C(N=C3)C)NC4=NC=CC(=N4)C5=CN=CC=C5. Cell line: HCC-2998. Synergy scores: CSS=18.1, Synergy_ZIP=3.23, Synergy_Bliss=3.23, Synergy_Loewe=-8.54, Synergy_HSA=-1.21. (5) Drug 1: C1CCN(CC1)CCOC2=CC=C(C=C2)C(=O)C3=C(SC4=C3C=CC(=C4)O)C5=CC=C(C=C5)O. Drug 2: C1CN1P(=S)(N2CC2)N3CC3. Cell line: SK-MEL-2. Synergy scores: CSS=0.764, Synergy_ZIP=1.26, Synergy_Bliss=2.55, Synergy_Loewe=-1.82, Synergy_HSA=-1.73. (6) Drug 1: CCC1(CC2CC(C3=C(CCN(C2)C1)C4=CC=CC=C4N3)(C5=C(C=C6C(=C5)C78CCN9C7C(C=CC9)(C(C(C8N6C=O)(C(=O)OC)O)OC(=O)C)CC)OC)C(=O)OC)O.OS(=O)(=O)O. Drug 2: C1=NC2=C(N1)C(=S)N=CN2. Cell line: CAKI-1. Synergy scores: CSS=42.2, Synergy_ZIP=-3.55, Synergy_Bliss=-1.64, Synergy_Loewe=-7.62, Synergy_HSA=-0.773.